This data is from Serine/threonine kinase 33 screen with 319,792 compounds. The task is: Binary Classification. Given a drug SMILES string, predict its activity (active/inactive) in a high-throughput screening assay against a specified biological target. The drug is Clc1cc(/C=C\C(=O)c2[nH]c3c(n2)cccc3)ccc1. The result is 0 (inactive).